From a dataset of Forward reaction prediction with 1.9M reactions from USPTO patents (1976-2016). Predict the product of the given reaction. Given the reactants C(OC([N:8]1[CH2:13][CH2:12][CH:11]([C:14](=[O:26])[NH:15][C:16]2[CH:21]=[CH:20][CH:19]=[CH:18][C:17]=2[C:22]([F:25])([F:24])[F:23])[CH2:10][CH2:9]1)=O)(C)(C)C.FC(F)(F)C(O)=O, predict the reaction product. The product is: [F:25][C:22]([F:23])([F:24])[C:17]1[CH:18]=[CH:19][CH:20]=[CH:21][C:16]=1[NH:15][C:14]([CH:11]1[CH2:12][CH2:13][NH:8][CH2:9][CH2:10]1)=[O:26].